This data is from NCI-60 drug combinations with 297,098 pairs across 59 cell lines. The task is: Regression. Given two drug SMILES strings and cell line genomic features, predict the synergy score measuring deviation from expected non-interaction effect. Drug 1: CC1C(C(CC(O1)OC2CC(CC3=C2C(=C4C(=C3O)C(=O)C5=C(C4=O)C(=CC=C5)OC)O)(C(=O)C)O)N)O.Cl. Drug 2: CC(C)CN1C=NC2=C1C3=CC=CC=C3N=C2N. Cell line: SW-620. Synergy scores: CSS=13.2, Synergy_ZIP=-8.82, Synergy_Bliss=-1.53, Synergy_Loewe=-25.4, Synergy_HSA=-3.06.